Dataset: Reaction yield outcomes from USPTO patents with 853,638 reactions. Task: Predict the reaction yield, written as a fraction of the theoretical maximum amount of product (1.0 means a 100% yield; for example, 0.34 means a 34% yield). (1) The reactants are [CH:1]1([CH2:4][C:5]2[C:10]([C:11](=[O:22])[C:12]3[CH:17]=[C:16]([C:18]#[N:19])[CH:15]=[C:14]([C:20]#[N:21])[CH:13]=3)=[C:9]([CH:23]([CH3:25])[CH3:24])[C:8](=[O:26])[NH:7][C:6]=2[CH2:27][O:28]C(=O)C)[CH2:3][CH2:2]1.[NH4+].[OH-]. The catalyst is CO. The product is [CH:1]1([CH2:4][C:5]2[C:10]([C:11]([C:12]3[CH:17]=[C:16]([C:18]#[N:19])[CH:15]=[C:14]([CH:13]=3)[C:20]#[N:21])=[O:22])=[C:9]([CH:23]([CH3:24])[CH3:25])[C:8](=[O:26])[NH:7][C:6]=2[CH2:27][OH:28])[CH2:3][CH2:2]1. The yield is 0.570. (2) The reactants are C([Sn](CCCC)(CCCC)[C:6]1[N:7]=[CH:8][N:9]([C:11]2[CH:16]=[C:15]([C:17]3[CH:22]=[CH:21][C:20]([C:23]([F:26])([F:25])[F:24])=[CH:19][CH:18]=3)[CH:14]=[C:13]([C:27]([F:30])([F:29])[F:28])[N:12]=2)[CH:10]=1)CCC.[C:39]([NH:43][S:44]([C:47]1[S:51][C:50](Cl)=[N:49][CH:48]=1)(=[O:46])=[O:45])([CH3:42])([CH3:41])[CH3:40].CCCCCCC. The catalyst is C1(C)C=CC=CC=1.C1C=CC([P]([Pd]([P](C2C=CC=CC=2)(C2C=CC=CC=2)C2C=CC=CC=2)([P](C2C=CC=CC=2)(C2C=CC=CC=2)C2C=CC=CC=2)[P](C2C=CC=CC=2)(C2C=CC=CC=2)C2C=CC=CC=2)(C2C=CC=CC=2)C2C=CC=CC=2)=CC=1. The product is [C:39]([NH:43][S:44]([C:47]1[S:51][C:50]([C:6]2[N:7]=[CH:8][N:9]([C:11]3[CH:16]=[C:15]([C:17]4[CH:18]=[CH:19][C:20]([C:23]([F:26])([F:24])[F:25])=[CH:21][CH:22]=4)[CH:14]=[C:13]([C:27]([F:29])([F:28])[F:30])[N:12]=3)[CH:10]=2)=[N:49][CH:48]=1)(=[O:45])=[O:46])([CH3:42])([CH3:40])[CH3:41]. The yield is 0.430. (3) The reactants are [F:1][C:2]1[CH:10]=[CH:9][C:8]([CH2:11][C:12]2[C:21]3[C:16](=[CH:17][CH:18]=[CH:19][CH:20]=3)[C:15](=[O:22])[NH:14][N:13]=2)=[CH:7][C:3]=1[C:4]([OH:6])=O.[CH3:23][N:24]([CH3:35])[C:25](=[O:34])[CH2:26][O:27][CH:28]1[CH2:33][CH2:32][NH:31][CH2:30][CH2:29]1.CCN(C(C)C)C(C)C. The catalyst is CN(C=O)C. The yield is 0.611. The product is [F:1][C:2]1[CH:10]=[CH:9][C:8]([CH2:11][C:12]2[C:21]3[C:16](=[CH:17][CH:18]=[CH:19][CH:20]=3)[C:15](=[O:22])[NH:14][N:13]=2)=[CH:7][C:3]=1[C:4]([N:31]1[CH2:30][CH2:29][CH:28]([O:27][CH2:26][C:25]([N:24]([CH3:35])[CH3:23])=[O:34])[CH2:33][CH2:32]1)=[O:6]. (4) The reactants are [C:1]([N:5]1[C:13]2[C:8](=[CH:9][C:10]([N+:14]([O-])=O)=[CH:11][CH:12]=2)[CH:7]=[CH:6]1)([CH3:4])([CH3:3])[CH3:2]. The catalyst is CO.[Ni]. The product is [C:1]([N:5]1[C:13]2[C:8](=[CH:9][C:10]([NH2:14])=[CH:11][CH:12]=2)[CH:7]=[CH:6]1)([CH3:4])([CH3:2])[CH3:3]. The yield is 0.450. (5) The reactants are [CH3:1][N:2]([CH3:26])[C:3](=[O:25])[S:4][C:5]1[C:10]([Cl:11])=[C:9]([CH2:12][C:13]2[CH:18]=[CH:17][C:16]([O:19][CH3:20])=[CH:15][CH:14]=2)[CH:8]=[C:7]([Br:21])[C:6]=1[CH2:22][CH:23]=[O:24].[BH4-].[Na+]. The catalyst is C1COCC1.CO. The product is [CH3:26][N:2]([CH3:1])[C:3](=[O:25])[S:4][C:5]1[C:10]([Cl:11])=[C:9]([CH2:12][C:13]2[CH:14]=[CH:15][C:16]([O:19][CH3:20])=[CH:17][CH:18]=2)[CH:8]=[C:7]([Br:21])[C:6]=1[CH2:22][CH2:23][OH:24]. The yield is 0.700. (6) The reactants are [C:1]([NH:18][C@H:19]([C:23]([OH:25])=[O:24])[CH2:20][CH2:21][CH3:22])([O:3][CH2:4][CH:5]1[C:17]2[C:12](=[CH:13][CH:14]=[CH:15][CH:16]=2)[C:11]2[C:6]1=[CH:7][CH:8]=[CH:9][CH:10]=2)=[O:2].S(Cl)(Cl)=O.[CH3:30]O. The catalyst is C(OC(=O)C)C. The product is [NH:18]([C:1]([O:3][CH2:4][CH:5]1[C:6]2[C:11](=[CH:10][CH:9]=[CH:8][CH:7]=2)[C:12]2[C:17]1=[CH:16][CH:15]=[CH:14][CH:13]=2)=[O:2])[C@H:19]([C:23]([O:25][CH3:30])=[O:24])[CH2:20][CH2:21][CH3:22]. The yield is 1.00. (7) The reactants are [Cl-].O[NH3+:3].[C:4](=[O:7])([O-])[OH:5].[Na+].CS(C)=O.[CH3:13][C:14]1([CH3:61])[CH2:23][CH:22]([O:24][Si:25]([CH:32]([CH3:34])[CH3:33])([CH:29]([CH3:31])[CH3:30])[CH:26]([CH3:28])[CH3:27])[C:21]2[C:16](=[CH:17][CH:18]=[C:19]([N:35]3[C:40](=[O:41])[C:39]([CH2:42][C:43]4[CH:48]=[CH:47][C:46]([C:49]5[C:50]([C:55]#[N:56])=[CH:51][CH:52]=[CH:53][CH:54]=5)=[CH:45][CH:44]=4)=[C:38]([CH2:57][CH2:58][CH3:59])[N:37]=[C:36]3[CH3:60])[CH:20]=2)[O:15]1. The catalyst is C(OCC)(=O)C. The product is [CH3:61][C:14]1([CH3:13])[CH2:23][CH:22]([O:24][Si:25]([CH:29]([CH3:31])[CH3:30])([CH:32]([CH3:33])[CH3:34])[CH:26]([CH3:27])[CH3:28])[C:21]2[C:16](=[CH:17][CH:18]=[C:19]([N:35]3[C:40](=[O:41])[C:39]([CH2:42][C:43]4[CH:44]=[CH:45][C:46]([C:49]5[CH:54]=[CH:53][CH:52]=[CH:51][C:50]=5[C:55]5[NH:3][C:4](=[O:7])[O:5][N:56]=5)=[CH:47][CH:48]=4)=[C:38]([CH2:57][CH2:58][CH3:59])[N:37]=[C:36]3[CH3:60])[CH:20]=2)[O:15]1. The yield is 1.00. (8) The reactants are Br[C:2]1[CH:7]=[CH:6][C:5]([OH:8])=[C:4]([Cl:9])[CH:3]=1.[Li]CCCC.[B:15](OC(C)C)([O:20]C(C)C)[O:16]C(C)C.C(=O)=O.CC(C)=O. No catalyst specified. The product is [Cl:9][C:4]1[CH:3]=[C:2]([B:15]([OH:20])[OH:16])[CH:7]=[CH:6][C:5]=1[OH:8]. The yield is 0.270.